From a dataset of Forward reaction prediction with 1.9M reactions from USPTO patents (1976-2016). Predict the product of the given reaction. (1) Given the reactants [OH-].[Na+].O.[CH3:4][C:5]1[NH:6][C:7]2[C:12]([CH:13]=1)=[CH:11][CH:10]=[CH:9][CH:8]=2.[Br:14][C:15]1[CH:20]=[CH:19][CH:18]=[CH:17][C:16]=1[C:21]1[CH:26]=[CH:25][C:24]([CH2:27]OS(C)(=O)=O)=[CH:23][CH:22]=1, predict the reaction product. The product is: [Br:14][C:15]1[CH:20]=[CH:19][CH:18]=[CH:17][C:16]=1[C:21]1[CH:22]=[CH:23][C:24]([CH2:27][N:6]2[C:7]3[C:12](=[CH:11][CH:10]=[CH:9][CH:8]=3)[CH:13]=[C:5]2[CH3:4])=[CH:25][CH:26]=1. (2) Given the reactants [CH3:1][C:2]1[N:37]=[C:5]2[N:6]([CH2:33][C:34](=O)[CH3:35])[C:7](=[O:32])[C:8]([CH2:13][C:14]3[CH:19]=[CH:18][C:17]([C:20]4[CH:25]=[CH:24][CH:23]=[CH:22][C:21]=4[C:26]4[NH:30][C:29](=[O:31])[O:28][N:27]=4)=[CH:16][CH:15]=3)=[C:9]([CH2:10][CH2:11][CH3:12])[N:4]2[N:3]=1.Cl.[NH2:39][O:40][CH:41]([CH3:43])[CH3:42].N1C=CC=CC=1.Cl, predict the reaction product. The product is: [CH3:1][C:2]1[N:37]=[C:5]2[N:6]([CH2:33]/[C:34](=[N:39]\[O:40][CH:41]([CH3:43])[CH3:42])/[CH3:35])[C:7](=[O:32])[C:8]([CH2:13][C:14]3[CH:15]=[CH:16][C:17]([C:20]4[CH:25]=[CH:24][CH:23]=[CH:22][C:21]=4[C:26]4[NH:30][C:29](=[O:31])[O:28][N:27]=4)=[CH:18][CH:19]=3)=[C:9]([CH2:10][CH2:11][CH3:12])[N:4]2[N:3]=1. (3) Given the reactants [OH:1][C@H:2]1[CH2:7][CH2:6][C@H:5]([C:8]([O:10][CH3:11])=[O:9])[CH2:4][CH2:3]1.N1C=CN=C1.[C:17]([Si:21](Cl)([CH3:23])[CH3:22])([CH3:20])([CH3:19])[CH3:18], predict the reaction product. The product is: [Si:21]([O:1][C@H:2]1[CH2:3][CH2:4][C@H:5]([C:8]([O:10][CH3:11])=[O:9])[CH2:6][CH2:7]1)([C:17]([CH3:20])([CH3:19])[CH3:18])([CH3:23])[CH3:22]. (4) Given the reactants Cl.Cl[CH2:3][C:4]1[N:8]2[CH:9]=[C:10]([CH3:13])[CH:11]=[CH:12][C:7]2=[N:6][C:5]=1[C:14]1[CH:19]=[CH:18][C:17]([CH3:20])=[CH:16][CH:15]=1.[NH2:21][N:22]1[C:31](=[O:32])[C:30]2[C:25](=[CH:26][CH:27]=[CH:28][CH:29]=2)[N:24]=[C:23]1[CH3:33], predict the reaction product. The product is: [CH3:33][C:23]1[N:22]([NH:21][CH2:3][C:4]2[N:8]3[CH:9]=[C:10]([CH3:13])[CH:11]=[CH:12][C:7]3=[N:6][C:5]=2[C:14]2[CH:19]=[CH:18][C:17]([CH3:20])=[CH:16][CH:15]=2)[C:31](=[O:32])[C:30]2[C:25](=[CH:26][CH:27]=[CH:28][CH:29]=2)[N:24]=1. (5) Given the reactants [NH:1]1[CH2:6][CH2:5][CH2:4][CH2:3][CH2:2]1.C(=O)([O-])[O-].[K+].[K+].Br[CH2:14][C:15]1[N:16]=[C:17]([C:25]2[CH:30]=[CH:29][C:28]([O:31][CH2:32][CH2:33][CH2:34][Cl:35])=[CH:27][CH:26]=2)[O:18][C:19]=1[C:20]([O:22][CH2:23][CH3:24])=[O:21].C(OCC)C, predict the reaction product. The product is: [Cl:35][CH2:34][CH2:33][CH2:32][O:31][C:28]1[CH:29]=[CH:30][C:25]([C:17]2[O:18][C:19]([C:20]([O:22][CH2:23][CH3:24])=[O:21])=[C:15]([CH2:14][N:1]3[CH2:6][CH2:5][CH2:4][CH2:3][CH2:2]3)[N:16]=2)=[CH:26][CH:27]=1.